Predict which catalyst facilitates the given reaction. From a dataset of Catalyst prediction with 721,799 reactions and 888 catalyst types from USPTO. (1) Reactant: C1(P(C2C=CC=CC=2)C2C=CC=CC=2)C=CC=CC=1.[C:20]([Br:24])(Br)(Br)[Br:21].[C:25]([O:29][C:30]([N:32]1[CH2:36][CH2:35][CH2:34][CH:33]1[CH:37]=O)=[O:31])([CH3:28])([CH3:27])[CH3:26].C(=O)(O)[O-].[Na+]. Product: [Br:21][C:20]([Br:24])=[CH:37][C@@H:33]1[CH2:34][CH2:35][CH2:36][N:32]1[C:30]([O:29][C:25]([CH3:26])([CH3:28])[CH3:27])=[O:31]. The catalyst class is: 4. (2) Reactant: Cl.[C@H:2]12[CH2:9][CH2:8][C@H:5]([NH:6][CH2:7]1)[CH2:4][N:3]2[C:10](OC(C)(C)C)=O.BrC[CH2:19][O:20][C:21]1[CH:26]=[CH:25][C:24]([F:27])=[CH:23][CH:22]=1.C([O-])([O-])=O.[Cs+].[Cs+].CC#N. Product: [F:27][C:24]1[CH:25]=[CH:26][C:21]([O:20][CH2:19][CH2:10][N:3]2[CH2:4][C@@H:5]3[CH2:8][CH2:9][C@H:2]2[CH2:7][NH:6]3)=[CH:22][CH:23]=1. The catalyst class is: 2. (3) Reactant: [OH-].[Na+].[Cl:3][C:4]1[C:13]2[O:12][CH2:11][CH2:10][CH2:9][C:8]=2[CH:7]=[C:6]([C:14]([C@H:16]2[CH2:18][C@@H:17]2[C:19]([O:21]C)=[O:20])=[O:15])[CH:5]=1.Cl. Product: [Cl:3][C:4]1[C:13]2[O:12][CH2:11][CH2:10][CH2:9][C:8]=2[CH:7]=[C:6]([C:14]([C@H:16]2[CH2:18][C@@H:17]2[C:19]([OH:21])=[O:20])=[O:15])[CH:5]=1. The catalyst class is: 12. (4) Reactant: [Cl:1][C:2]1[CH:3]=[C:4]([CH:20]=[CH:21][C:22]=1[Cl:23])[O:5][CH:6]1[CH2:12][CH:11]2[N:13]([CH2:14][C:15]3[NH:19][N:18]=[N:17][N:16]=3)[CH:8]([CH2:9][CH2:10]2)[CH2:7]1.[CH2:24](N(CC)CC)C.IC.O. Product: [Cl:1][C:2]1[CH:3]=[C:4]([CH:20]=[CH:21][C:22]=1[Cl:23])[O:5][CH:6]1[CH2:7][CH:8]2[N:13]([CH2:14][C:15]3[N:19]([CH3:24])[N:18]=[N:17][N:16]=3)[CH:11]([CH2:10][CH2:9]2)[CH2:12]1. The catalyst class is: 9.